Dataset: Catalyst prediction with 721,799 reactions and 888 catalyst types from USPTO. Task: Predict which catalyst facilitates the given reaction. (1) Reactant: [N:1]1[CH:6]=[CH:5][CH:4]=[CH:3][C:2]=1[CH2:7][CH2:8][CH2:9][CH2:10][C:11]([O:13]CC)=[O:12].[OH-].[Na+]. Product: [N:1]1[CH:6]=[CH:5][CH:4]=[CH:3][C:2]=1[CH2:7][CH2:8][CH2:9][CH2:10][C:11]([OH:13])=[O:12]. The catalyst class is: 8. (2) Reactant: C([O:3][P:4]([C:7]1[CH:8]=[N:9][C:10]([NH:13][C:14](=[O:33])[C:15]2[CH:20]=[C:19]([O:21][CH2:22][CH2:23][C:24]3[CH:28]=[CH:27][S:26][CH:25]=3)[CH:18]=[C:17]([O:29][CH:30]([CH3:32])[CH3:31])[CH:16]=2)=[CH:11][CH:12]=1)([CH3:6])=[O:5])C.C[Si](N[Si](C)(C)C)(C)C.C[Si](Br)(C)C.[Si](I)(C)(C)C. Product: [CH:30]([O:29][C:17]1[CH:16]=[C:15]([CH:20]=[C:19]([O:21][CH2:22][CH2:23][C:24]2[CH:28]=[CH:27][S:26][CH:25]=2)[CH:18]=1)[C:14]([NH:13][C:10]1[N:9]=[CH:8][C:7]([P:4]([CH3:6])(=[O:3])[OH:5])=[CH:12][CH:11]=1)=[O:33])([CH3:32])[CH3:31]. The catalyst class is: 2. (3) Reactant: [Br:1]N1C(=O)CCC1=O.[Cl:9][C:10]1[N:15]=[C:14]([NH2:16])[N:13]=[C:12]2[NH:17][N:18]=[CH:19][C:11]=12. Product: [Br:1][C:19]1[C:11]2[C:12](=[N:13][C:14]([NH2:16])=[N:15][C:10]=2[Cl:9])[NH:17][N:18]=1. The catalyst class is: 68. (4) Reactant: [F:1][C:2]([F:10])([F:9])[C:3]([CH3:8])([CH3:7])[C:4]([OH:6])=[O:5].[CH3:11][Si](C=[N+]=[N-])(C)C. Product: [F:1][C:2]([F:10])([F:9])[C:3]([CH3:8])([CH3:7])[C:4]([O:6][CH3:11])=[O:5]. The catalyst class is: 268. (5) Reactant: [C:1]([CH2:4][CH2:5][CH2:6][N:7]([CH3:61])[C@H:8]([C:12]([NH:14][C@H:15]([C:19]([N:21]([C@@H:23]([C@@H:57]([CH3:60])[CH2:58][CH3:59])[C@H:24]([O:55][CH3:56])[CH2:25][C:26]([N:28]1[CH2:32][CH2:31][CH2:30][C@H:29]1[C@H:33]([O:53][CH3:54])[C@@H:34]([CH3:52])[C:35]([NH:37][C@@H:38]([CH2:42][C:43]1[C:51]2[C:46](=[CH:47][CH:48]=[CH:49][CH:50]=2)[NH:45][CH:44]=1)[C:39]([NH2:41])=[O:40])=[O:36])=[O:27])[CH3:22])=[O:20])[CH:16]([CH3:18])[CH3:17])=[O:13])[CH:9]([CH3:11])[CH3:10])(O)=[O:2].F[P-](F)(F)(F)(F)F.[N:69]1(OC(N(C)C)=[N+](C)C)[C:73]2N=[CH:75][CH:76]=[CH:77][C:72]=2N=[N:70]1.C([N:89]([CH2:93]C)C(C)C)(C)C.[F:95][C:96]([F:101])([F:100])[C:97]([OH:99])=[O:98]. Product: [F:95][C:96]([F:101])([F:100])[C:97]([OH:99])=[O:98].[NH2:89][CH2:93][CH2:75][CH2:76][CH2:77][CH2:72][C:73]([NH:69][NH:70][C:1](=[O:2])[CH2:4][CH2:5][CH2:6][N:7]([CH3:61])[C@H:8]([C:12]([NH:14][C@H:15]([C:19]([N:21]([C@@H:23]([C@@H:57]([CH3:60])[CH2:58][CH3:59])[C@H:24]([O:55][CH3:56])[CH2:25][C:26]([N:28]1[CH2:32][CH2:31][CH2:30][C@H:29]1[C@H:33]([O:53][CH3:54])[C@@H:34]([CH3:52])[C:35]([NH:37][C@@H:38]([CH2:42][C:43]1[C:51]2[C:46](=[CH:47][CH:48]=[CH:49][CH:50]=2)[NH:45][CH:44]=1)[C:39]([NH2:41])=[O:40])=[O:36])=[O:27])[CH3:22])=[O:20])[CH:16]([CH3:18])[CH3:17])=[O:13])[CH:9]([CH3:11])[CH3:10])=[O:98]. The catalyst class is: 174. (6) Reactant: [F:1][C:2]([F:28])([C:17]1([OH:27])[CH2:22][C:21]([CH3:24])([CH3:23])[CH2:20][C:19]([CH3:26])([CH3:25])[CH2:18]1)[C:3]([N:5]1[CH2:9][CH2:8][CH2:7][C@H:6]1[C:10]1[CH:14]=[C:13]([CH2:15][OH:16])[O:12][N:11]=1)=[O:4].Br.Br[C:31]1[CH:36]=[CH:35][N:34]=[N:33][CH:32]=1.C([O-])([O-])=O.[Cs+].[Cs+].C1(C2C3C(=CC=CC=3)C=CC=2)C2C(=CC=CC=2)C=CC=1P(C(C)(C)C)C(C)(C)C. Product: [F:28][C:2]([F:1])([C:17]1([OH:27])[CH2:18][C:19]([CH3:26])([CH3:25])[CH2:20][C:21]([CH3:24])([CH3:23])[CH2:22]1)[C:3]([N:5]1[CH2:9][CH2:8][CH2:7][C@H:6]1[C:10]1[CH:14]=[C:13]([CH2:15][O:16][C:31]2[CH:36]=[CH:35][N:34]=[N:33][CH:32]=2)[O:12][N:11]=1)=[O:4]. The catalyst class is: 718. (7) The catalyst class is: 106. Product: [Cl:37][C:34]1[S:33][C:32]([C:30]2[O:29][N:28]=[C:27]([CH2:26][N:12]3[C:8]4=[CH:7][S:6][C:5]([C:3]([OH:2])=[O:4])=[C:9]4[N:10]=[C:11]3[C:13](=[O:24])[NH:14][CH:15]3[CH2:16][CH2:17][N:18]([CH:21]([CH3:22])[CH3:23])[CH2:19][CH2:20]3)[CH:31]=2)=[CH:36][CH:35]=1.[Cl:37][C:34]1[S:33][C:32]([C:30]2[O:29][N:28]=[C:27]([CH2:26][N:10]3[C:9]4=[C:5]([C:3]([OH:2])=[O:4])[S:6][CH:7]=[C:8]4[N:12]=[C:11]3[C:13](=[O:24])[NH:14][CH:15]3[CH2:20][CH2:19][N:18]([CH:21]([CH3:22])[CH3:23])[CH2:17][CH2:16]3)[CH:31]=2)=[CH:36][CH:35]=1. Reactant: C[O:2][C:3]([C:5]1[S:6][CH:7]=[C:8]2[NH:12][C:11]([C:13](=[O:24])[NH:14][CH:15]3[CH2:20][CH2:19][N:18]([CH:21]([CH3:23])[CH3:22])[CH2:17][CH2:16]3)=[N:10][C:9]=12)=[O:4].Br[CH2:26][C:27]1[CH:31]=[C:30]([C:32]2[S:33][C:34]([Cl:37])=[CH:35][CH:36]=2)[O:29][N:28]=1.CC#N.O. (8) Reactant: [Cl:1][C:2]1[N:10]=[CH:9][N:8]=[C:7]2[C:3]=1[N:4]=[C:5](I)[N:6]2[CH2:11][CH3:12].[CH3:14][C:15]1[N:20]=[CH:19][C:18](B(O)O)=[CH:17][N:16]=1.C(=O)([O-])[O-].[K+].[K+]. Product: [Cl:1][C:2]1[N:10]=[CH:9][N:8]=[C:7]2[C:3]=1[N:4]=[C:5]([C:18]1[CH:17]=[N:16][C:15]([CH3:14])=[N:20][CH:19]=1)[N:6]2[CH2:11][CH3:12]. The catalyst class is: 669.